Dataset: Catalyst prediction with 721,799 reactions and 888 catalyst types from USPTO. Task: Predict which catalyst facilitates the given reaction. (1) Reactant: C([O:5][C:6](=[O:37])[CH2:7][C@@H:8]([C:29]1[CH:30]=[N:31][C:32]([O:35][CH3:36])=[CH:33][CH:34]=1)[N:9]1[CH:13]=[CH:12][N:11]([CH2:14][CH2:15][CH2:16][C:17]2[CH:18]=[CH:19][C:20]3[CH2:26][CH2:25][CH2:24][CH2:23][NH:22][C:21]=3[N:27]=2)[C:10]1=[O:28])(C)(C)C.C(O)(C(F)(F)F)=O. Product: [CH3:36][O:35][C:32]1[N:31]=[CH:30][C:29]([C@@H:8]([N:9]2[CH:13]=[CH:12][N:11]([CH2:14][CH2:15][CH2:16][C:17]3[CH:18]=[CH:19][C:20]4[CH2:26][CH2:25][CH2:24][CH2:23][NH:22][C:21]=4[N:27]=3)[C:10]2=[O:28])[CH2:7][C:6]([OH:37])=[O:5])=[CH:34][CH:33]=1. The catalyst class is: 4. (2) Reactant: [C:1](Cl)(=[O:14])[C:2]1[C:3](=[CH:7][C:8](=[CH:12][CH:13]=1)[C:9](Cl)=[O:10])[C:4](Cl)=[O:5].[O:16]1CCOCC1.[CH2:22]([OH:34])[CH2:23][CH2:24][CH2:25][CH2:26][CH2:27][CH2:28][CH2:29][CH2:30][CH2:31][CH2:32][CH3:33].N1C=CC=CC=1. Product: [CH2:22]([O:34][C:9]([C:8]1[CH:7]=[C:3]2[C:4](=[O:16])[O:5][C:1](=[O:14])[C:2]2=[CH:13][CH:12]=1)=[O:10])[CH2:23][CH2:24][CH2:25][CH2:26][CH2:27][CH2:28][CH2:29][CH2:30][CH2:31][CH2:32][CH3:33]. The catalyst class is: 6.